Dataset: Antibody developability classification from SAbDab with 2,409 antibodies. Task: Regression/Classification. Given an antibody's heavy chain and light chain sequences, predict its developability. TAP uses regression for 5 developability metrics; SAbDab uses binary classification. (1) The antibody is ['QVKLLESGPELVKPGASVKMSCKASGYTFTSYVMHWVKQKPGQGLEWIGYINPYNDGTKYNEKFKGKATLTSDKSSSTAYMELSSLTSEDSAVYYCVRGGYRPYYAMDYWGQGTSVTVSS', 'ELQMTQSPASLSASVGETVTITCRASENIYSYLAWYQQKQGKSPQLLVYNAKTLAEGVPSRFSGSGSGTQFSLKINSLQPEDFGSYYCQHHYGTPLTFGAGTKLELK']. Result: 0 (not developable). (2) The antibody is ['EVQLQQSGAELVKPGASVKLSCTASGFNIKDTYVHWVKQRPEQGLEWIGRIDPANGYTKYDPKFQGKATITADTSSNTAYLQLSSLTSEDTAVYYCVRPLYDYYAMDYWGQGTSVTVSS', 'PROT_98C4C262']. Result: 0 (not developable). (3) The antibody is ['2atk', 'PROT_7E7F8549']. Result: 0 (not developable).